This data is from Forward reaction prediction with 1.9M reactions from USPTO patents (1976-2016). The task is: Predict the product of the given reaction. (1) Given the reactants C([O:3][C:4]([C:6]1[N:7](C(C2C=CC=CC=2)(C2C=CC=CC=2)C2C=CC=CC=2)[N:8]=[CH:9][C:10]=1B1OCCNCCO1)=O)C.Br[C:39]1[CH:44]=[CH:43][CH:42]=[CH:41][C:40]=1[NH2:45], predict the reaction product. The product is: [CH:9]1[NH:8][N:7]=[C:6]2[C:10]=1[C:39]1[CH:44]=[CH:43][CH:42]=[CH:41][C:40]=1[NH:45][C:4]2=[O:3]. (2) Given the reactants C([O:5][C:6](=[O:43])[CH2:7][N:8]1[C:14]2[CH:15]=[CH:16][CH:17]=[CH:18][C:13]=2[CH2:12][CH2:11][C@H:10]([NH:19][C:20]([C:22]2([CH2:27][C@@H:28]([CH2:34][C:35]([NH:37][CH2:38][CH2:39][CH2:40][OH:41])=[O:36])[C:29]([O:31]CC)=[O:30])[CH2:26][CH2:25][CH2:24][CH2:23]2)=[O:21])[C:9]1=[O:42])(C)(C)C.[OH-].[Na+], predict the reaction product. The product is: [C:6]([CH2:7][N:8]1[C:14]2[CH:15]=[CH:16][CH:17]=[CH:18][C:13]=2[CH2:12][CH2:11][C@H:10]([NH:19][C:20]([C:22]2([CH2:27][CH:28]([CH2:34][C:35]([NH:37][CH2:38][CH2:39][CH2:40][OH:41])=[O:36])[C:29]([OH:31])=[O:30])[CH2:26][CH2:25][CH2:24][CH2:23]2)=[O:21])[C:9]1=[O:42])([OH:43])=[O:5]. (3) Given the reactants [CH2:1]([O:3][C:4](=[O:25])[CH2:5][C:6]1[C:10]2[CH:11]=[CH:12][C:13]([S:15][CH2:16][C:17]3[CH:22]=[CH:21][C:20]([Cl:23])=[CH:19][C:18]=3[Cl:24])=[CH:14][C:9]=2[S:8][CH:7]=1)[CH3:2].O.[O-:27]S([O-])(=S)=O.[Na+].[Na+], predict the reaction product. The product is: [CH2:1]([O:3][C:4](=[O:25])[CH2:5][C:6]1[C:10]2[CH:11]=[CH:12][C:13]([S:15]([CH2:16][C:17]3[CH:22]=[CH:21][C:20]([Cl:23])=[CH:19][C:18]=3[Cl:24])=[O:27])=[CH:14][C:9]=2[S:8][CH:7]=1)[CH3:2]. (4) Given the reactants [CH:1]12[CH2:10][CH:5]3[CH2:6][CH:7]([CH2:9][CH:3]([CH2:4]3)[CH:2]1[NH:11][C:12](=[O:44])[C:13]1[CH:18]=[CH:17][C:16]([O:19][CH:20]3[CH2:25][CH2:24][CH:23]([O:26][Si](C(C)(C)C)(C4C=CC=CC=4)C4C=CC=CC=4)[CH2:22][CH2:21]3)=[CH:15][CH:14]=1)[CH2:8]2.CCCC[N+](CCCC)(CCCC)CCCC.[F-], predict the reaction product. The product is: [CH:1]12[CH2:10][CH:5]3[CH2:6][CH:7]([CH2:9][CH:3]([CH2:4]3)[CH:2]1[NH:11][C:12](=[O:44])[C:13]1[CH:18]=[CH:17][C:16]([O:19][CH:20]3[CH2:21][CH2:22][CH:23]([OH:26])[CH2:24][CH2:25]3)=[CH:15][CH:14]=1)[CH2:8]2.